The task is: Predict the product of the given reaction.. This data is from Forward reaction prediction with 1.9M reactions from USPTO patents (1976-2016). (1) Given the reactants CC(C)([O-])C.[Na+].[OH:7][C:8]([C:10]([F:13])([F:12])[F:11])=[O:9].[CH2:14]([N:21]1[CH2:30][CH2:29][C:28]2[C:23](=[N:24][C:25](Cl)=[C:26]([NH:31][C:32]([CH3:35])([CH3:34])[CH3:33])[N:27]=2)[CH2:22]1)[C:15]1[CH:20]=[CH:19][CH:18]=[CH:17][CH:16]=1.Cl.[F:38][C:39]1[CH:51]=[C:50]([F:52])[CH:49]=[CH:48][C:40]=1[O:41][CH:42]1[CH2:47][CH2:46][NH:45][CH2:44][CH2:43]1, predict the reaction product. The product is: [CH2:14]([N:21]1[CH2:30][CH2:29][C:28]2[C:23](=[N:24][C:25]([N:45]3[CH2:44][CH2:43][CH:42]([O:41][C:40]4[CH:48]=[CH:49][C:50]([F:52])=[CH:51][C:39]=4[F:38])[CH2:47][CH2:46]3)=[C:26]([NH:31][C:32]([CH3:35])([CH3:34])[CH3:33])[N:27]=2)[CH2:22]1)[C:15]1[CH:20]=[CH:19][CH:18]=[CH:17][CH:16]=1.[C:8]([OH:9])([C:10]([F:13])([F:12])[F:11])=[O:7]. (2) Given the reactants [C:1]([O:5][C:6](=[O:19])[NH:7][CH2:8][C:9]1[CH:14]=[C:13](I)[C:12]([NH2:16])=[CH:11][C:10]=1[O:17][CH3:18])([CH3:4])([CH3:3])[CH3:2].[CH2:20](C([Sn])=C(CCCC)CCCC)[CH2:21]CC, predict the reaction product. The product is: [C:1]([O:5][C:6](=[O:19])[NH:7][CH2:8][C:9]1[CH:14]=[C:13]([CH:20]=[CH2:21])[C:12]([NH2:16])=[CH:11][C:10]=1[O:17][CH3:18])([CH3:4])([CH3:3])[CH3:2]. (3) The product is: [CH3:16][C:17]1[N:23]([CH:24]2[CH2:29][CH2:28][C:27](=[O:30])[NH:26][C:25]2=[O:31])[C:4](=[O:6])[C:3]2[C:2](=[C:10]([CH3:11])[CH:9]=[CH:8][CH:7]=2)[N:1]=1. Given the reactants [NH2:1][C:2]1[C:10]([CH2:11]C)=[CH:9][CH:8]=[CH:7][C:3]=1[C:4]([OH:6])=O.N1[CH:17]=[CH:16]N=C1.C(Cl)(=O)C.Cl.[NH2:23][CH:24]1[CH2:29][CH2:28][C:27](=[O:30])[NH:26][C:25]1=[O:31].P(OC1C=CC=CC=1)(OC1C=CC=CC=1)OC1C=CC=CC=1, predict the reaction product. (4) Given the reactants Cl[C:2]1[C:3]2[CH:10]=[CH:9][NH:8][C:4]=2[N:5]=[CH:6][N:7]=1.Cl.Cl.[Cl:13][C:14]1[CH:19]=[CH:18][C:17]([C:20]2([CH2:26][NH:27][CH3:28])[CH2:25][CH2:24][NH:23][CH2:22][CH2:21]2)=[CH:16][CH:15]=1.C(N(CC)CC)C, predict the reaction product. The product is: [Cl:13][C:14]1[CH:19]=[CH:18][C:17]([C:20]2([CH2:26][NH:27][CH3:28])[CH2:25][CH2:24][N:23]([C:2]3[C:3]4[CH:10]=[CH:9][NH:8][C:4]=4[N:5]=[CH:6][N:7]=3)[CH2:22][CH2:21]2)=[CH:16][CH:15]=1. (5) The product is: [Cl:1][C:2]1[CH:3]=[C:4]2[C:9](=[C:10]([C:12]3[CH:13]=[CH:14][C:15]([CH2:18][CH3:19])=[CH:16][CH:17]=3)[CH:11]=1)[O:8][C@H:7]([C:20]([F:23])([F:21])[F:22])[C:6]([C:24]([O-:26])=[O:25])=[CH:5]2.[Na+:28]. Given the reactants [Cl:1][C:2]1[CH:3]=[C:4]2[C:9](=[C:10]([C:12]3[CH:17]=[CH:16][C:15]([CH2:18][CH3:19])=[CH:14][CH:13]=3)[CH:11]=1)[O:8][CH:7]([C:20]([F:23])([F:22])[F:21])[C:6]([C:24]([OH:26])=[O:25])=[CH:5]2.[OH-].[Na+:28], predict the reaction product.